Dataset: Catalyst prediction with 721,799 reactions and 888 catalyst types from USPTO. Task: Predict which catalyst facilitates the given reaction. (1) Reactant: [CH:1]([N-:4]C(C)C)(C)C.[Li+].[Cl:9][C:10]1[CH:15]=[CH:14][C:13]([N:16]2[CH:20]=[C:19]([C:21]([O:23][C:24]([CH3:27])([CH3:26])[CH3:25])=[O:22])[N:18]=[C:17]2[C:28]2[CH:33]=[CH:32][C:31]([Cl:34])=[CH:30][C:29]=2[Cl:35])=[CH:12][CH:11]=1.C1(C)C=CC(S(C#N)(=O)=O)=CC=1.C(OCC)C. Product: [Cl:9][C:10]1[CH:15]=[CH:14][C:13]([N:16]2[C:20]([C:1]#[N:4])=[C:19]([C:21]([O:23][C:24]([CH3:25])([CH3:26])[CH3:27])=[O:22])[N:18]=[C:17]2[C:28]2[CH:33]=[CH:32][C:31]([Cl:34])=[CH:30][C:29]=2[Cl:35])=[CH:12][CH:11]=1. The catalyst class is: 1. (2) Reactant: Br[C:2]1[CH:7]=[CH:6][C:5]([C:8]2[N:9]([CH2:14][C@@H:15]3[CH2:19][CH2:18][N:17]([C:20]([CH:22]4[CH2:24][CH2:23]4)=[O:21])[CH2:16]3)[C:10](=[O:13])[NH:11][N:12]=2)=[C:4]([F:25])[CH:3]=1.CC1(C)C(C)(C)OB([C:34]2[CH:35]=[C:36]3[C:40](=[CH:41][CH:42]=2)[NH:39][CH:38]=[CH:37]3)O1.C([O-])([O-])=O.[Cs+].[Cs+].O1CCOCC1. Product: [CH:22]1([C:20]([N:17]2[CH2:18][CH2:19][C@@H:15]([CH2:14][N:9]3[C:8]([C:5]4[CH:6]=[CH:7][C:2]([C:34]5[CH:35]=[C:36]6[C:40](=[CH:41][CH:42]=5)[NH:39][CH:38]=[CH:37]6)=[CH:3][C:4]=4[F:25])=[N:12][NH:11][C:10]3=[O:13])[CH2:16]2)=[O:21])[CH2:24][CH2:23]1. The catalyst class is: 103. (3) Reactant: [OH-].[Na+].[CH:3]1([O:7][C:8]2[CH:13]=[C:12]([C:14]3([O:32][C@H:31]([CH2:33][O:34]C(=O)C)[C@@H:26]([O:27]C(=O)C)[C@H:21]([O:22]C(=O)C)[C@H:16]3[O:17]C(=O)C)[OH:15])[CH:11]=[C:10]([CH2:38][C:39]3[CH:44]=[CH:43][C:42]([CH2:45][CH3:46])=[CH:41][CH:40]=3)[C:9]=2[CH3:47])[CH2:6][CH2:5][CH2:4]1.Cl. Product: [CH:3]1([O:7][C:8]2[CH:13]=[C:12]([C:14]3([O:32][C@H:31]([CH2:33][OH:34])[C@@H:26]([OH:27])[C@H:21]([OH:22])[C@H:16]3[OH:17])[OH:15])[CH:11]=[C:10]([CH2:38][C:39]3[CH:44]=[CH:43][C:42]([CH2:45][CH3:46])=[CH:41][CH:40]=3)[C:9]=2[CH3:47])[CH2:6][CH2:5][CH2:4]1. The catalyst class is: 92. (4) Reactant: C[O:2][C:3]([C:5]1[N:6]=[C:7]([NH:11][C:12](=[O:33])[CH:13]([C:21]2[CH:26]=[CH:25][C:24]([S:27]([CH:30]3[CH2:32][CH2:31]3)(=[O:29])=[O:28])=[CH:23][CH:22]=2)[O:14][CH:15]2[CH2:20][CH2:19][O:18][CH2:17][CH2:16]2)[S:8][C:9]=1[CH3:10])=O.CC(C[AlH]CC(C)C)C. Product: [CH:30]1([S:27]([C:24]2[CH:25]=[CH:26][C:21]([CH:13]([O:14][CH:15]3[CH2:16][CH2:17][O:18][CH2:19][CH2:20]3)[C:12]([NH:11][C:7]3[S:8][C:9]([CH3:10])=[C:5]([CH2:3][OH:2])[N:6]=3)=[O:33])=[CH:22][CH:23]=2)(=[O:29])=[O:28])[CH2:31][CH2:32]1. The catalyst class is: 11. (5) The catalyst class is: 10. Reactant: [N:1]1[C:9]2[C:4](=[N:5][CH:6]=[CH:7][CH:8]=2)[NH:3][C:2]=1[CH2:10][C:11]#[N:12].[C:13]([CH:16]([CH2:22][CH2:23][CH2:24][CH3:25])[C:17](OCC)=[O:18])(=O)[CH3:14].C([O-])(=O)C.[NH4+].O. Product: [CH2:22]([CH:16]1[C:17](=[O:18])[N:1]2[C:9]3[CH:8]=[CH:7][CH:6]=[N:5][C:4]=3[N:3]=[C:2]2[C:10]([C:11]#[N:12])=[C:13]1[CH3:14])[CH2:23][CH2:24][CH3:25].